From a dataset of CYP3A4 inhibition data for predicting drug metabolism from PubChem BioAssay. Regression/Classification. Given a drug SMILES string, predict its absorption, distribution, metabolism, or excretion properties. Task type varies by dataset: regression for continuous measurements (e.g., permeability, clearance, half-life) or binary classification for categorical outcomes (e.g., BBB penetration, CYP inhibition). Dataset: cyp3a4_veith. (1) The drug is N#Cc1c(-n2ccnc2)cccc1-n1ccnc1. The result is 1 (inhibitor). (2) The molecule is COc1ccc(N2CCc3c(C)nc4c(OC)cc(OC)cc4c32)c(OC)c1. The result is 1 (inhibitor). (3) The drug is Cc1nonc1NCn1nnc2ccccc21. The result is 0 (non-inhibitor). (4) The compound is Cc1cnc(CNc2ncnc3ccc(-c4c(C)noc4C)cc23)cn1. The result is 1 (inhibitor). (5) The result is 0 (non-inhibitor). The drug is COc1ccc(-c2nc3cnc(N4CCOCC4)nc3n(C)c2=O)cc1. (6) The molecule is COc1cc2[nH]c(=O)n(CCC(=O)N3CCC(N4CCCCC4)CC3)c(=O)c2cc1OC. The result is 0 (non-inhibitor). (7) The result is 0 (non-inhibitor). The compound is O=c1[nH]c2cc(Cl)c(Cl)cc2[nH]c1=O. (8) The compound is CC(=O)N1CCN(C(=O)CC2OC(=O)c3ccccc32)CC1. The result is 1 (inhibitor). (9) The compound is COc1cc2c(C(=O)NCc3ccc(C)o3)cn(CC(C)C)c(=O)c2cc1OC. The result is 0 (non-inhibitor).